This data is from NCI-60 drug combinations with 297,098 pairs across 59 cell lines. The task is: Regression. Given two drug SMILES strings and cell line genomic features, predict the synergy score measuring deviation from expected non-interaction effect. (1) Drug 1: CC1=C(C=C(C=C1)NC(=O)C2=CC=C(C=C2)CN3CCN(CC3)C)NC4=NC=CC(=N4)C5=CN=CC=C5. Drug 2: C#CCC(CC1=CN=C2C(=N1)C(=NC(=N2)N)N)C3=CC=C(C=C3)C(=O)NC(CCC(=O)O)C(=O)O. Cell line: U251. Synergy scores: CSS=53.6, Synergy_ZIP=0.505, Synergy_Bliss=-0.272, Synergy_Loewe=-9.85, Synergy_HSA=4.25. (2) Drug 1: CC12CCC3C(C1CCC2=O)CC(=C)C4=CC(=O)C=CC34C. Drug 2: CC1C(C(CC(O1)OC2CC(CC3=C2C(=C4C(=C3O)C(=O)C5=C(C4=O)C(=CC=C5)OC)O)(C(=O)CO)O)N)O.Cl. Cell line: HT29. Synergy scores: CSS=39.9, Synergy_ZIP=2.13, Synergy_Bliss=1.96, Synergy_Loewe=-2.18, Synergy_HSA=1.59. (3) Drug 1: C1=CN(C=N1)CC(O)(P(=O)(O)O)P(=O)(O)O. Drug 2: C#CCC(CC1=CN=C2C(=N1)C(=NC(=N2)N)N)C3=CC=C(C=C3)C(=O)NC(CCC(=O)O)C(=O)O. Cell line: A498. Synergy scores: CSS=1.98, Synergy_ZIP=-0.0774, Synergy_Bliss=2.15, Synergy_Loewe=1.40, Synergy_HSA=1.11. (4) Drug 1: CC(CN1CC(=O)NC(=O)C1)N2CC(=O)NC(=O)C2. Drug 2: CCCCCOC(=O)NC1=NC(=O)N(C=C1F)C2C(C(C(O2)C)O)O. Cell line: U251. Synergy scores: CSS=21.8, Synergy_ZIP=-4.70, Synergy_Bliss=-4.20, Synergy_Loewe=-15.2, Synergy_HSA=-2.50. (5) Drug 1: CCCS(=O)(=O)NC1=C(C(=C(C=C1)F)C(=O)C2=CNC3=C2C=C(C=N3)C4=CC=C(C=C4)Cl)F. Drug 2: CNC(=O)C1=CC=CC=C1SC2=CC3=C(C=C2)C(=NN3)C=CC4=CC=CC=N4. Cell line: OVCAR-5. Synergy scores: CSS=-4.69, Synergy_ZIP=3.56, Synergy_Bliss=3.04, Synergy_Loewe=-3.78, Synergy_HSA=-3.05. (6) Drug 1: CC(C1=C(C=CC(=C1Cl)F)Cl)OC2=C(N=CC(=C2)C3=CN(N=C3)C4CCNCC4)N. Drug 2: CC(CN1CC(=O)NC(=O)C1)N2CC(=O)NC(=O)C2. Cell line: SW-620. Synergy scores: CSS=47.0, Synergy_ZIP=-2.84, Synergy_Bliss=3.09, Synergy_Loewe=3.64, Synergy_HSA=3.93. (7) Drug 1: C1=CC(=CC=C1CCC2=CNC3=C2C(=O)NC(=N3)N)C(=O)NC(CCC(=O)O)C(=O)O. Drug 2: C1CC(=O)NC(=O)C1N2C(=O)C3=CC=CC=C3C2=O. Cell line: PC-3. Synergy scores: CSS=49.0, Synergy_ZIP=3.66, Synergy_Bliss=3.04, Synergy_Loewe=-15.1, Synergy_HSA=4.33. (8) Drug 1: CC1=CC2C(CCC3(C2CCC3(C(=O)C)OC(=O)C)C)C4(C1=CC(=O)CC4)C. Synergy scores: CSS=-3.38, Synergy_ZIP=-11.2, Synergy_Bliss=-27.2, Synergy_Loewe=-85.3, Synergy_HSA=-35.2. Cell line: MDA-MB-231. Drug 2: C1=NC2=C(N1)C(=S)N=CN2. (9) Drug 1: C1CCC(C1)C(CC#N)N2C=C(C=N2)C3=C4C=CNC4=NC=N3. Drug 2: CS(=O)(=O)CCNCC1=CC=C(O1)C2=CC3=C(C=C2)N=CN=C3NC4=CC(=C(C=C4)OCC5=CC(=CC=C5)F)Cl. Cell line: NCI-H322M. Synergy scores: CSS=14.0, Synergy_ZIP=-0.0920, Synergy_Bliss=-1.17, Synergy_Loewe=-21.7, Synergy_HSA=-1.91. (10) Drug 1: C1C(C(OC1N2C=C(C(=O)NC2=O)F)CO)O. Drug 2: C1=NC2=C(N=C(N=C2N1C3C(C(C(O3)CO)O)F)Cl)N. Cell line: 786-0. Synergy scores: CSS=13.3, Synergy_ZIP=1.45, Synergy_Bliss=6.58, Synergy_Loewe=-8.57, Synergy_HSA=-5.10.